This data is from Merck oncology drug combination screen with 23,052 pairs across 39 cell lines. The task is: Regression. Given two drug SMILES strings and cell line genomic features, predict the synergy score measuring deviation from expected non-interaction effect. (1) Drug 1: COc1cccc2c1C(=O)c1c(O)c3c(c(O)c1C2=O)CC(O)(C(=O)CO)CC3OC1CC(N)C(O)C(C)O1. Drug 2: Cn1cc(-c2cnn3c(N)c(Br)c(C4CCCNC4)nc23)cn1. Cell line: SKOV3. Synergy scores: synergy=12.0. (2) Drug 1: O=C(O)C1(Cc2cccc(Nc3nccs3)n2)CCC(Oc2cccc(Cl)c2F)CC1. Drug 2: CCc1cnn2c(NCc3ccc[n+]([O-])c3)cc(N3CCCCC3CCO)nc12. Cell line: SKOV3. Synergy scores: synergy=7.43. (3) Drug 1: CN(C)C(=N)N=C(N)N. Drug 2: O=C(NOCC(O)CO)c1ccc(F)c(F)c1Nc1ccc(I)cc1F. Cell line: ES2. Synergy scores: synergy=-7.10.